Dataset: Forward reaction prediction with 1.9M reactions from USPTO patents (1976-2016). Task: Predict the product of the given reaction. Given the reactants CC(C)(C)C([O:5][CH2:6][CH2:7][CH2:8][CH2:9][N:10]1[C:14]2[CH:15]=[CH:16][C:17]([CH2:19][NH:20][CH2:21][CH2:22][CH2:23][NH2:24])=[CH:18][C:13]=2[N:12]=[C:11]1[CH2:25][N:26]1[C:35]2[C:30](=[CH:31][CH:32]=[CH:33][CH:34]=2)[CH2:29][N:28]([CH3:36])[C:27]1=[O:37])=O.C([O-])([O-])=O.[K+].[K+], predict the reaction product. The product is: [NH2:24][CH2:23][CH2:22][CH2:21][NH:20][CH2:19][C:17]1[CH:16]=[CH:15][C:14]2[N:10]([CH2:9][CH2:8][CH2:7][CH2:6][OH:5])[C:11]([CH2:25][N:26]3[C:35]4[C:30](=[CH:31][CH:32]=[CH:33][CH:34]=4)[CH2:29][N:28]([CH3:36])[C:27]3=[O:37])=[N:12][C:13]=2[CH:18]=1.